This data is from NCI-60 drug combinations with 297,098 pairs across 59 cell lines. The task is: Regression. Given two drug SMILES strings and cell line genomic features, predict the synergy score measuring deviation from expected non-interaction effect. (1) Drug 1: CS(=O)(=O)OCCCCOS(=O)(=O)C. Drug 2: C1CCC(C(C1)N)N.C(=O)(C(=O)[O-])[O-].[Pt+4]. Cell line: MOLT-4. Synergy scores: CSS=60.2, Synergy_ZIP=-3.28, Synergy_Bliss=-2.32, Synergy_Loewe=-16.1, Synergy_HSA=1.45. (2) Drug 1: C1=CN(C=N1)CC(O)(P(=O)(O)O)P(=O)(O)O. Drug 2: C1C(C(OC1N2C=NC(=NC2=O)N)CO)O. Cell line: MALME-3M. Synergy scores: CSS=7.88, Synergy_ZIP=2.78, Synergy_Bliss=5.31, Synergy_Loewe=6.30, Synergy_HSA=5.53. (3) Drug 1: C1CN1P(=S)(N2CC2)N3CC3. Cell line: UACC-257. Synergy scores: CSS=1.18, Synergy_ZIP=-1.35, Synergy_Bliss=0.232, Synergy_Loewe=-1.58, Synergy_HSA=-1.19. Drug 2: CC(C)(C#N)C1=CC(=CC(=C1)CN2C=NC=N2)C(C)(C)C#N. (4) Drug 1: C(CC(=O)O)C(=O)CN.Cl. Drug 2: CN(C(=O)NC(C=O)C(C(C(CO)O)O)O)N=O. Cell line: NCI-H522. Synergy scores: CSS=3.78, Synergy_ZIP=-1.99, Synergy_Bliss=-1.78, Synergy_Loewe=-2.59, Synergy_HSA=-2.54. (5) Drug 1: CC1=C(C(=CC=C1)Cl)NC(=O)C2=CN=C(S2)NC3=CC(=NC(=N3)C)N4CCN(CC4)CCO. Synergy scores: CSS=1.79, Synergy_ZIP=8.81, Synergy_Bliss=-1.34, Synergy_Loewe=-3.52, Synergy_HSA=-1.54. Drug 2: COC1=C2C(=CC3=C1OC=C3)C=CC(=O)O2. Cell line: SF-295. (6) Drug 1: C1CCN(CC1)CCOC2=CC=C(C=C2)C(=O)C3=C(SC4=C3C=CC(=C4)O)C5=CC=C(C=C5)O. Drug 2: CC1=C2C(C(=O)C3(C(CC4C(C3C(C(C2(C)C)(CC1OC(=O)C(C(C5=CC=CC=C5)NC(=O)C6=CC=CC=C6)O)O)OC(=O)C7=CC=CC=C7)(CO4)OC(=O)C)O)C)OC(=O)C. Cell line: MDA-MB-231. Synergy scores: CSS=23.7, Synergy_ZIP=-2.16, Synergy_Bliss=-6.24, Synergy_Loewe=-27.0, Synergy_HSA=-5.89. (7) Drug 1: CC1CCC2CC(C(=CC=CC=CC(CC(C(=O)C(C(C(=CC(C(=O)CC(OC(=O)C3CCCCN3C(=O)C(=O)C1(O2)O)C(C)CC4CCC(C(C4)OC)OCCO)C)C)O)OC)C)C)C)OC. Drug 2: CC1=C(C(=O)C2=C(C1=O)N3CC4C(C3(C2COC(=O)N)OC)N4)N. Cell line: KM12. Synergy scores: CSS=31.5, Synergy_ZIP=-6.44, Synergy_Bliss=-3.82, Synergy_Loewe=-7.03, Synergy_HSA=-0.219. (8) Drug 1: C1=CC=C(C=C1)NC(=O)CCCCCCC(=O)NO. Drug 2: CC(C)(C#N)C1=CC(=CC(=C1)CN2C=NC=N2)C(C)(C)C#N. Cell line: NCI-H460. Synergy scores: CSS=4.09, Synergy_ZIP=-1.37, Synergy_Bliss=0.241, Synergy_Loewe=0.452, Synergy_HSA=0.0517. (9) Drug 1: CCC(=C(C1=CC=CC=C1)C2=CC=C(C=C2)OCCN(C)C)C3=CC=CC=C3.C(C(=O)O)C(CC(=O)O)(C(=O)O)O. Drug 2: CN(CCCl)CCCl.Cl. Cell line: M14. Synergy scores: CSS=5.34, Synergy_ZIP=-3.33, Synergy_Bliss=-4.59, Synergy_Loewe=-14.2, Synergy_HSA=-7.89.